The task is: Predict the product of the given reaction.. This data is from Forward reaction prediction with 1.9M reactions from USPTO patents (1976-2016). (1) Given the reactants CO[C:3]([C:5]1[C:6]([OH:31])=[C:7]2[C:12](=[CH:13][N:14]=1)[N:11](CC1C=CC=CC=1)[C:10](=[O:22])[C:9]([C:23]1[CH:28]=[CH:27][C:26]([C:29]#[N:30])=[CH:25][CH:24]=1)=[CH:8]2)=[O:4].[NH2:32][CH2:33][CH2:34][C:35]([OH:37])=[O:36].C[O-].[Na+], predict the reaction product. The product is: [CH2:9]([N:14]1[CH:13]=[C:12]2[C:7](=[CH:8][CH:9]([C:23]3[CH:24]=[CH:25][C:26]([C:29]#[N:30])=[CH:27][CH:28]=3)[C:10](=[O:22])[NH:11]2)[C:6]([OH:31])=[C:5]1[C:3]([NH:32][CH2:33][CH2:34][C:35]([OH:37])=[O:36])=[O:4])[C:23]1[CH:28]=[CH:27][CH:26]=[CH:25][CH:24]=1. (2) The product is: [C:1]1([C:11]2[CH:12]=[CH:13][CH:14]=[CH:15][CH:16]=2)[CH:10]=[CH:5][C:4]([NH:30][C:31]2[C:40]3[C:35](=[CH:36][CH:37]=[CH:38][CH:39]=3)[CH:34]=[CH:33][CH:32]=2)=[CH:3][CH:2]=1. Given the reactants [C:1]1([C:11]2[CH:16]=[CH:15][C:14](N[C:4]3[CH:5]=[CH:10][C:1]([C:11]4[CH:12]=[CH:13][CH:14]=[CH:15][CH:16]=4)=[CH:2][CH:3]=3)=[CH:13][CH:12]=2)[C:10]2[C:5](=CC=CC=2)[CH:4]=[CH:3][CH:2]=1.[NH2:30][C:31]1[C:40]2[C:35](=[CH:36][CH:37]=[CH:38][CH:39]=2)[CH:34]=[CH:33][CH:32]=1, predict the reaction product. (3) The product is: [Cl:15][C:16]1[CH:17]=[C:18]([CH:22]=[C:23]([Cl:26])[C:24]=1[OH:25])[C:19]([N:4]1[C:5]2[CH:10]=[C:9]([C:11]([O:13][CH3:14])=[O:12])[CH:8]=[CH:7][C:6]=2[O:1][CH2:2][CH2:3]1)=[O:20]. Given the reactants [O:1]1[C:6]2[CH:7]=[CH:8][C:9]([C:11]([O:13][CH3:14])=[O:12])=[CH:10][C:5]=2[NH:4][CH2:3][CH2:2]1.[Cl:15][C:16]1[CH:17]=[C:18]([CH:22]=[C:23]([Cl:26])[C:24]=1[OH:25])[C:19](Cl)=[O:20], predict the reaction product. (4) Given the reactants [Cl:1][C:2]1[N:3]=[C:4]([C:9]([NH:11][C@H:12]2[CH2:17][CH2:16][N:15]([C:18]3[O:19][C:20]([CH3:30])=[C:21]([C:23]([O:25]CCCC)=[O:24])[N:22]=3)[CH2:14][C@H:13]2[O:31][CH2:32][CH3:33])=[O:10])[NH:5][C:6]=1[CH2:7][CH3:8].[OH-].[Li+].CO, predict the reaction product. The product is: [Cl:1][C:2]1[N:3]=[C:4]([C:9]([NH:11][C@H:12]2[CH2:17][CH2:16][N:15]([C:18]3[O:19][C:20]([CH3:30])=[C:21]([C:23]([OH:25])=[O:24])[N:22]=3)[CH2:14][C@H:13]2[O:31][CH2:32][CH3:33])=[O:10])[NH:5][C:6]=1[CH2:7][CH3:8]. (5) Given the reactants [CH2:1]([O:8][C:9]1[CH:16]=[C:15]([N+:17]([O-:19])=[O:18])[CH:14]=[CH:13][C:10]=1[CH:11]=O)[C:2]1[CH:7]=[CH:6][CH:5]=[CH:4][CH:3]=1.[F:20][C:21]1[CH:27]=[CH:26][C:24]([NH2:25])=[CH:23][CH:22]=1.C(OC1C=C(COCC2C=CC=CC=2)C=CC=1C=NC1C=CC(F)=CC=1)C1C=CC=CC=1, predict the reaction product. The product is: [CH2:1]([O:8][C:9]1[CH:16]=[C:15]([N+:17]([O-:19])=[O:18])[CH:14]=[CH:13][C:10]=1[CH:11]=[N:25][C:24]1[CH:26]=[CH:27][C:21]([F:20])=[CH:22][CH:23]=1)[C:2]1[CH:7]=[CH:6][CH:5]=[CH:4][CH:3]=1. (6) Given the reactants F[C:2]1[C:7]([CH:8]2[CH2:12][CH2:11][O:10][CH2:9]2)=[CH:6][CH:5]=[CH:4][N:3]=1.[S:13]1[C:17]2[CH:18]=[CH:19][CH:20]=[CH:21][C:16]=2[N:15]=[C:14]1[NH:22][C:23]1[CH:28]=[CH:27][C:26]([OH:29])=[CH:25][CH:24]=1.C(=O)([O-])[O-].[Cs+].[Cs+], predict the reaction product. The product is: [O:10]1[CH2:11][CH2:12][CH:8]([C:7]2[C:2]([O:29][C:26]3[CH:25]=[CH:24][C:23]([NH:22][C:14]4[S:13][C:17]5[CH:18]=[CH:19][CH:20]=[CH:21][C:16]=5[N:15]=4)=[CH:28][CH:27]=3)=[N:3][CH:4]=[CH:5][CH:6]=2)[CH2:9]1.